From a dataset of Retrosynthesis with 50K atom-mapped reactions and 10 reaction types from USPTO. Predict the reactants needed to synthesize the given product. Given the product Cc1cc(C)c(C(O)c2cnccc2-c2cccc(C#N)c2)c(C)c1, predict the reactants needed to synthesize it. The reactants are: Cc1cc(C)c([Mg+])c(C)c1.N#Cc1cccc(-c2ccncc2C=O)c1.